Dataset: Peptide-MHC class II binding affinity with 134,281 pairs from IEDB. Task: Regression. Given a peptide amino acid sequence and an MHC pseudo amino acid sequence, predict their binding affinity value. This is MHC class II binding data. (1) The binding affinity (normalized) is 0.833. The MHC is DRB1_0401 with pseudo-sequence DRB1_0401. The peptide sequence is SQDLELSWNLIGLQAY. (2) The peptide sequence is GLAVLRKVKRVVASL. The MHC is HLA-DQA10201-DQB10402 with pseudo-sequence HLA-DQA10201-DQB10402. The binding affinity (normalized) is 0. (3) The peptide sequence is EAKYFAATQFEPLAA. The MHC is HLA-DPA10103-DPB10601 with pseudo-sequence HLA-DPA10103-DPB10601. The binding affinity (normalized) is 0.970. (4) The peptide sequence is YDKFWANVSTVLTGK. The MHC is DRB1_0405 with pseudo-sequence DRB1_0405. The binding affinity (normalized) is 0.744. (5) The MHC is HLA-DQA10102-DQB10502 with pseudo-sequence HLA-DQA10102-DQB10502. The binding affinity (normalized) is 0.601. The peptide sequence is GYVSLQEFVDLNNKG.